This data is from Reaction yield outcomes from USPTO patents with 853,638 reactions. The task is: Predict the reaction yield, written as a fraction of the theoretical maximum amount of product (1.0 means a 100% yield; for example, 0.34 means a 34% yield). (1) The catalyst is C(#N)C. The reactants are [NH2:1][C@@H:2]([C:6]([NH2:8])=[O:7])[CH:3]([CH3:5])[CH3:4].[CH2:9]1[CH2:15][S:12](=[O:14])(=[O:13])[O:11][CH2:10]1. The yield is 0.510. The product is [NH2:8][C:6]([C@H:2]([NH:1][CH2:10][CH2:9][CH2:15][S:12]([OH:14])(=[O:13])=[O:11])[CH:3]([CH3:5])[CH3:4])=[O:7]. (2) The reactants are [CH2:1]1[C:13]2[CH2:12][C:11]3[C:6](=[CH:7][CH:8]=[CH:9][CH:10]=3)[C:5]=2[CH2:4][CH2:3][CH2:2]1.[CH2:14]([Li])[CH2:15]CC.C(Br)C. The catalyst is C1COCC1.CCCCCC. The product is [CH2:14]([CH:12]1[C:13]2[CH2:1][CH2:2][CH2:3][CH2:4][C:5]=2[C:6]2[C:11]1=[CH:10][CH:9]=[CH:8][CH:7]=2)[CH3:15]. The yield is 0.750. (3) The reactants are Cl[C:2]1[CH:7]=[C:6]([C:8]#[N:9])[N:5]=[C:4]([CH2:10][CH2:11][C:12]([O:14][CH2:15][CH3:16])=[O:13])[CH:3]=1.[CH3:17][S-:18].[Na+]. The catalyst is C1COCC1. The product is [C:8]([C:6]1[N:5]=[C:4]([CH2:10][CH2:11][C:12]([O:14][CH2:15][CH3:16])=[O:13])[CH:3]=[C:2]([S:18][CH3:17])[CH:7]=1)#[N:9]. The yield is 0.890. (4) The reactants are [C:1]([N:9]1[C:14](=[O:15])[C:13]([CH3:16])=[CH:12][NH:11][C:10]1=[O:17])(=[O:8])[C:2]1[CH:7]=[CH:6][CH:5]=[CH:4][CH:3]=1.[Br:18][C:19]1[CH:26]=[CH:25][C:22]([CH2:23]Br)=[CH:21][CH:20]=1. No catalyst specified. The product is [C:1]([N:9]1[C:14](=[O:15])[C:13]([CH3:16])=[CH:12][N:11]([CH2:23][C:22]2[CH:25]=[CH:26][C:19]([Br:18])=[CH:20][CH:21]=2)[C:10]1=[O:17])(=[O:8])[C:2]1[CH:3]=[CH:4][CH:5]=[CH:6][CH:7]=1. The yield is 0.840. (5) The reactants are [CH3:1][O:2][C:3]1[CH:8]=[CH:7][C:6]([C:9]2([CH2:14][CH2:15][C:16]([O:18]C)=O)[O:13][CH2:12][CH2:11][O:10]2)=[CH:5][CH:4]=1.O.[NH2:21][NH2:22]. The catalyst is CO. The product is [CH3:1][O:2][C:3]1[CH:8]=[CH:7][C:6]([C:9]2([CH2:14][CH2:15][C:16]([NH:21][NH2:22])=[O:18])[O:13][CH2:12][CH2:11][O:10]2)=[CH:5][CH:4]=1. The yield is 0.950. (6) The reactants are [CH3:1][C:2]1[CH:7]=[CH:6][CH:5]=[C:4]([N+:8]([O-:10])=[O:9])[C:3]=1[NH2:11].[H-].[Na+].Cl[C:15]1[N:24]=[CH:23][C:22]2[N:21]=[C:20]([C:25]3[C:30]([Cl:31])=[C:29]([O:32][CH3:33])[CH:28]=[C:27]([O:34][CH3:35])[C:26]=3[Cl:36])[C:19](=[O:37])[N:18]([CH3:38])[C:17]=2[N:16]=1. The catalyst is CN(C)C=O. The product is [Cl:31][C:30]1[C:29]([O:32][CH3:33])=[CH:28][C:27]([O:34][CH3:35])=[C:26]([Cl:36])[C:25]=1[C:20]1[C:19](=[O:37])[N:18]([CH3:38])[C:17]2[N:16]=[C:15]([NH:11][C:3]3[C:4]([N+:8]([O-:10])=[O:9])=[CH:5][CH:6]=[CH:7][C:2]=3[CH3:1])[N:24]=[CH:23][C:22]=2[N:21]=1. The yield is 0.750. (7) The catalyst is C1(C)C=CC=CC=1. The yield is 0.560. The product is [F:8][C:4]1[N:3]=[C:2]([C:10]([CH3:12])([CH3:11])[C:9]#[N:13])[CH:7]=[CH:6][CH:5]=1. The reactants are F[C:2]1[CH:7]=[CH:6][CH:5]=[C:4]([F:8])[N:3]=1.[C:9](#[N:13])[CH:10]([CH3:12])[CH3:11].C[Si](C)(C)[N-][Si](C)(C)C.[Na+]. (8) The reactants are [NH2:1][C:2]1[C:7]([F:8])=[C:6](Cl)[N:5]=[C:4]([C:10]([O:12][CH3:13])=[O:11])[C:3]=1[O:14][CH3:15].CC1(C)C(C)(C)OB([C:24]2[CH:31]=[CH:30][C:27]([CH:28]=[O:29])=[CH:26][CH:25]=2)O1.[F-].[K+].CC#N. The catalyst is C(Cl)Cl.O.Cl[Pd](Cl)([P](C1C=CC=CC=1)(C1C=CC=CC=1)C1C=CC=CC=1)[P](C1C=CC=CC=1)(C1C=CC=CC=1)C1C=CC=CC=1. The product is [NH2:1][C:2]1[C:7]([F:8])=[C:6]([C:24]2[CH:31]=[CH:30][C:27]([CH:28]=[O:29])=[CH:26][CH:25]=2)[N:5]=[C:4]([C:10]([O:12][CH3:13])=[O:11])[C:3]=1[O:14][CH3:15]. The yield is 0.650. (9) The reactants are [Cl:1][C:2]1[C:7]([CH3:8])=[C:6](Cl)[N:5]=[CH:4][N:3]=1.[NH3:10].O. The catalyst is CCOC(C)=O. The product is [Cl:1][C:2]1[N:3]=[CH:4][N:5]=[C:6]([NH2:10])[C:7]=1[CH3:8]. The yield is 0.680.